This data is from Catalyst prediction with 721,799 reactions and 888 catalyst types from USPTO. The task is: Predict which catalyst facilitates the given reaction. (1) Reactant: [Cl:1][C:2]1[CH:3]=[C:4]([C:9]2([CH:13]([OH:21])[CH2:14][NH:15][CH:16]([CH:18]([F:20])[CH3:19])[CH3:17])[CH2:12][CH2:11][CH2:10]2)[CH:5]=[CH:6][C:7]=1[Cl:8].Cl. Product: [Cl-:1].[Cl:1][C:2]1[CH:3]=[C:4]([C:9]2([CH:13]([OH:21])[CH2:14][NH2+:15][CH:16]([CH:18]([F:20])[CH3:19])[CH3:17])[CH2:12][CH2:11][CH2:10]2)[CH:5]=[CH:6][C:7]=1[Cl:8]. The catalyst class is: 12. (2) Reactant: Br[C:2]1[CH:3]=[C:4]([CH:13]=[CH:14][C:15]=1[O:16][CH2:17][O:18][CH2:19][CH2:20][O:21][CH3:22])[CH2:5][N:6]1[CH2:11][CH2:10][N:9]([CH3:12])[CH2:8][CH2:7]1.[CH:23]([C:25]1[CH:26]=[C:27]([CH:47]([CH2:52][C:53]([O:55][CH3:56])=[O:54])[C:48]([O:50][CH3:51])=[O:49])[CH:28]=[C:29](B2OC(C)(C)C(C)(C)O2)[C:30]=1[O:31][CH2:32][O:33][CH2:34][CH2:35][O:36][CH3:37])=[O:24].C(=O)([O-])[O-].[Na+].[Na+]. Product: [CH:23]([C:25]1[CH:26]=[C:27]([CH:47]([CH2:52][C:53]([O:55][CH3:56])=[O:54])[C:48]([O:50][CH3:51])=[O:49])[CH:28]=[C:29]([C:2]2[CH:3]=[C:4]([CH2:5][N:6]3[CH2:11][CH2:10][N:9]([CH3:12])[CH2:8][CH2:7]3)[CH:13]=[CH:14][C:15]=2[O:16][CH2:17][O:18][CH2:19][CH2:20][O:21][CH3:22])[C:30]=1[O:31][CH2:32][O:33][CH2:34][CH2:35][O:36][CH3:37])=[O:24]. The catalyst class is: 109. (3) Reactant: [C:1]([C:3]1[CH:19]=[CH:18][C:6]([C:7]([NH:9][C@@H:10]([C@H:15]([OH:17])[CH3:16])[C:11]([O:13][CH3:14])=[O:12])=O)=[C:5]([OH:20])[CH:4]=1)#[CH:2].C(Cl)Cl.S(Cl)(Cl)=O. Product: [C:1]([C:3]1[CH:19]=[CH:18][C:6]([C:7]2[O:17][C@H:15]([CH3:16])[C@H:10]([C:11]([O:13][CH3:14])=[O:12])[N:9]=2)=[C:5]([OH:20])[CH:4]=1)#[CH:2]. The catalyst class is: 22. (4) Reactant: [CH3:1]I.[F:3][C:4]1[CH:5]=[C:6]([C:11]2([C:18]([O:20][CH2:21][CH3:22])=[O:19])[CH2:16][CH2:15][CH2:14][NH:13][C:12]2=[S:17])[CH:7]=[CH:8][C:9]=1[F:10]. Product: [F:3][C:4]1[CH:5]=[C:6]([C:11]2([C:18]([O:20][CH2:21][CH3:22])=[O:19])[CH2:16][CH2:15][CH2:14][N:13]=[C:12]2[S:17][CH3:1])[CH:7]=[CH:8][C:9]=1[F:10]. The catalyst class is: 115.